This data is from Reaction yield outcomes from USPTO patents with 853,638 reactions. The task is: Predict the reaction yield, written as a fraction of the theoretical maximum amount of product (1.0 means a 100% yield; for example, 0.34 means a 34% yield). (1) The reactants are Cl[C:2]1[C:7]([O:8][CH2:9][CH:10]2[CH2:12][CH2:11]2)=[CH:6][N:5]=[C:4]([S:13]([CH3:16])(=[O:15])=[O:14])[N:3]=1.[CH3:17][N:18]1[CH:27]=[C:26](B2OC(C)(C)C(C)(C)O2)[C:25]2[C:20](=[CH:21][CH:22]=[CH:23][CH:24]=2)[C:19]1=[O:37].[O-]P([O-])([O-])=O.[K+].[K+].[K+].N#N. The catalyst is O1CCOCC1.O.C1C=CC(P(C2C=CC=CC=2)[C-]2C=CC=C2)=CC=1.C1C=CC(P(C2C=CC=CC=2)[C-]2C=CC=C2)=CC=1.Cl[Pd]Cl.[Fe+2].CC(=O)OCC. The product is [CH:10]1([CH2:9][O:8][C:7]2[C:2]([C:26]3[C:25]4[C:20](=[CH:21][CH:22]=[CH:23][CH:24]=4)[C:19](=[O:37])[N:18]([CH3:17])[CH:27]=3)=[N:3][C:4]([S:13]([CH3:16])(=[O:15])=[O:14])=[N:5][CH:6]=2)[CH2:12][CH2:11]1. The yield is 0.680. (2) The reactants are [Cl:1][C:2]1[CH:3]=[C:4]2[C:13](=[CH:14][N:15]=1)[C:12]1[N:8]([CH:9]=[C:10](I)[N:11]=1)[CH2:7][CH2:6][O:5]2.N([Si](C)(C)C)[Si](C)(C)C.C[N:27]([CH:29]=[O:30])C. The catalyst is Cl[Pd](Cl)([P](C1C=CC=CC=1)(C1C=CC=CC=1)C1C=CC=CC=1)[P](C1C=CC=CC=1)(C1C=CC=CC=1)C1C=CC=CC=1. The product is [Cl:1][C:2]1[CH:3]=[C:4]2[C:13](=[CH:14][N:15]=1)[C:12]1[N:8]([CH:9]=[C:10]([C:29]([NH2:27])=[O:30])[N:11]=1)[CH2:7][CH2:6][O:5]2. The yield is 0.970. (3) The reactants are Br[C:2]1[CH:7]=[C:6]([F:8])[CH:5]=[CH:4][C:3]=1[F:9].C([Mg]Cl)(C)C.[Cl:15][CH2:16][CH2:17][CH2:18][C:19](N(OC)C)=[O:20]. The catalyst is C1COCC1. The product is [Cl:15][CH2:16][CH2:17][CH2:18][C:19]([C:2]1[CH:7]=[C:6]([F:8])[CH:5]=[CH:4][C:3]=1[F:9])=[O:20]. The yield is 0.390. (4) No catalyst specified. The yield is 0.750. The product is [NH2:42][C:38]1[CH:37]=[C:36](/[CH:34]=[CH:35]/[C:11]2[CH:10]=[C:9]([NH:8][C:6]3[C:5]([Cl:33])=[CH:4][N:3]=[C:2]([Cl:1])[N:7]=3)[CH:14]=[CH:13][C:12]=2[NH:15][CH:16]2[CH2:21][CH2:20][N:19]([C:22]([O:24][CH2:25][C:26]3[CH:31]=[CH:30][CH:29]=[CH:28][CH:27]=3)=[O:23])[CH2:18][CH2:17]2)[CH:41]=[N:40][CH:39]=1. The reactants are [Cl:1][C:2]1[N:7]=[C:6]([NH:8][C:9]2[CH:14]=[CH:13][C:12]([NH:15][CH:16]3[CH2:21][CH2:20][N:19]([C:22]([O:24][CH2:25][C:26]4[CH:31]=[CH:30][CH:29]=[CH:28][CH:27]=4)=[O:23])[CH2:18][CH2:17]3)=[C:11](I)[CH:10]=2)[C:5]([Cl:33])=[CH:4][N:3]=1.[CH:34]([C:36]1[CH:37]=[C:38]([NH2:42])[CH:39]=[N:40][CH:41]=1)=[CH2:35]. (5) The reactants are [CH3:1][O:2][C:3](=[O:15])[C:4]1[CH:12]=[C:11]([O:13][CH3:14])[CH:10]=[C:6]([C:7](O)=[O:8])[CH:5]=1.B. The catalyst is C1COCC1. The product is [CH3:1][O:2][C:3](=[O:15])[C:4]1[CH:12]=[C:11]([O:13][CH3:14])[CH:10]=[C:6]([CH2:7][OH:8])[CH:5]=1. The yield is 0.780.